Dataset: Forward reaction prediction with 1.9M reactions from USPTO patents (1976-2016). Task: Predict the product of the given reaction. (1) The product is: [F:1][C:2]1[CH:7]=[C:6]([OH:8])[CH:5]=[CH:4][C:3]=1[C:10]1[S:14][C:13]([C:15]2[CH:23]=[CH:22][C:18]([C:19]([OH:21])=[O:20])=[CH:17][CH:16]=2)=[CH:12][CH:11]=1. Given the reactants [F:1][C:2]1[CH:7]=[C:6]([O:8]C)[CH:5]=[CH:4][C:3]=1[C:10]1[S:14][C:13]([C:15]2[CH:23]=[CH:22][C:18]([C:19]([OH:21])=[O:20])=[CH:17][CH:16]=2)=[CH:12][CH:11]=1.B(Br)(Br)Br, predict the reaction product. (2) Given the reactants [F:1][C:2]1[CH:7]=[CH:6][C:5]([C:8]2[CH:18]=[CH:17][C:11]([C:12]([O:14][CH2:15][CH3:16])=[O:13])=[C:10]([CH3:19])[N:9]=2)=[CH:4][CH:3]=1.[Br:20]N1C(=O)CCC1=O.CC(N=NC(C#N)(C)C)(C#N)C, predict the reaction product. The product is: [F:1][C:2]1[CH:7]=[CH:6][C:5]([C:8]2[CH:18]=[CH:17][C:11]([C:12]([O:14][CH2:15][CH3:16])=[O:13])=[C:10]([CH2:19][Br:20])[N:9]=2)=[CH:4][CH:3]=1. (3) The product is: [CH3:6][N:7]1[C:11]2[CH:12]=[C:13]([NH2:16])[CH:14]=[CH:15][C:10]=2[N:9]=[C:8]1[CH3:19]. Given the reactants O.O.[Sn](Cl)Cl.[CH3:6][N:7]1[C:11]2[CH:12]=[C:13]([N+:16]([O-])=O)[CH:14]=[CH:15][C:10]=2[N:9]=[C:8]1[CH3:19].C(Cl)(Cl)Cl.[OH-].[Na+], predict the reaction product.